This data is from Forward reaction prediction with 1.9M reactions from USPTO patents (1976-2016). The task is: Predict the product of the given reaction. Given the reactants F[C:2]1(F)[CH2:4][CH:3]1[CH2:5][N:6]1[CH2:10][CH2:9][N:8]([C:11]2[S:12][C:13]([C:17]([O:19]CC)=[O:18])=[C:14]([CH3:16])[N:15]=2)[C:7]1=[O:22].C1(CN2CCN(C3SC(C(OCC)=O)=C(C)N=3)C2=O)CC1, predict the reaction product. The product is: [CH:3]1([CH2:5][N:6]2[CH2:10][CH2:9][N:8]([C:11]3[S:12][C:13]([C:17]([OH:19])=[O:18])=[C:14]([CH3:16])[N:15]=3)[C:7]2=[O:22])[CH2:4][CH2:2]1.